The task is: Predict which catalyst facilitates the given reaction.. This data is from Catalyst prediction with 721,799 reactions and 888 catalyst types from USPTO. (1) Reactant: [CH3:1][C:2]1[C:7]([C:8]([F:11])([F:10])[F:9])=[CH:6][CH:5]=[CH:4][C:3]=1[CH2:12][C:13]1[C:14]([NH2:18])=[N:15][NH:16][CH:17]=1.[C:19](OC)(=[O:25])[CH2:20][C:21](OC)=[O:22].C[O-].[Na+]. Product: [CH3:1][C:2]1[C:7]([C:8]([F:9])([F:10])[F:11])=[CH:6][CH:5]=[CH:4][C:3]=1[CH2:12][C:13]1[CH:17]=[N:16][N:15]2[C:21](=[O:22])[CH2:20][C:19](=[O:25])[NH:18][C:14]=12. The catalyst class is: 5. (2) Reactant: [CH:1]1([C:7]2[C:15]3[C:10](=[CH:11][C:12]([NH:16]C(=O)OC(C)(C)C)=[CH:13][CH:14]=3)[N:9]([CH3:24])[C:8]=2[C:25]2[CH:29]=[CH:28][O:27][CH:26]=2)[CH2:6][CH2:5][CH2:4][CH2:3][CH2:2]1. Product: [CH:1]1([C:7]2[C:15]3[C:10](=[CH:11][C:12]([NH2:16])=[CH:13][CH:14]=3)[N:9]([CH3:24])[C:8]=2[C:25]2[CH:29]=[CH:28][O:27][CH:26]=2)[CH2:2][CH2:3][CH2:4][CH2:5][CH2:6]1. The catalyst class is: 157.